From a dataset of Reaction yield outcomes from USPTO patents with 853,638 reactions. Predict the reaction yield, written as a fraction of the theoretical maximum amount of product (1.0 means a 100% yield; for example, 0.34 means a 34% yield). (1) No catalyst specified. The product is [Cl:36][CH2:14][C:11]1[CH:12]=[CH:13][C:8]([O:1][C:2]2[CH:7]=[CH:6][CH:5]=[CH:4][CH:3]=2)=[CH:9][CH:10]=1. The reactants are [O:1]([C:8]1[CH:13]=[CH:12][C:11]([CH2:14]O)=[CH:10][CH:9]=1)[C:2]1[CH:7]=[CH:6][CH:5]=[CH:4][CH:3]=1.C1(P(C2C=CC=CC=2)C2C=CC=CC=2)C=CC=CC=1.C(Cl)(Cl)(Cl)[Cl:36]. The yield is 0.920. (2) The reactants are [Cl:1][C:2]1[CH:3]=[N:4][C:5]([CH3:12])=[C:6]([CH:11]=1)[C:7](OC)=[O:8].[H-].[H-].[H-].[H-].[Li+].[Al+3].O.[OH-].[Na+]. The catalyst is C1COCC1.[Cl-].[Na+].O. The product is [Cl:1][C:2]1[CH:11]=[C:6]([CH2:7][OH:8])[C:5]([CH3:12])=[N:4][CH:3]=1. The yield is 0.500. (3) The reactants are [Na+].[S:2]1[C:6]2[CH:7]=[C:8]([S:11]([O-:13])=[O:12])[CH:9]=[CH:10][C:5]=2[N:4]=[CH:3]1.N1C=CC=CC=1.Br[C:21]([CH3:28])([CH3:27])[C:22]([O:24][CH2:25][CH3:26])=[O:23]. The catalyst is CN(C=O)C. The product is [CH2:25]([O:24][C:22](=[O:23])[C:21]([S:11]([C:8]1[CH:9]=[CH:10][C:5]2[N:4]=[CH:3][S:2][C:6]=2[CH:7]=1)(=[O:13])=[O:12])([CH3:28])[CH3:27])[CH3:26]. The yield is 0.660. (4) The reactants are Br[C:2]1[O:3][C:4]2[CH:10]=[CH:9][C:8]([CH:11]([OH:30])[C:12]([NH:14][CH:15]([C:22]3[CH:27]=[CH:26][C:25]([Cl:28])=[CH:24][C:23]=3[CH3:29])[C:16]3[CH:21]=[CH:20][CH:19]=[CH:18][CH:17]=3)=[O:13])=[CH:7][C:5]=2[CH:6]=1.[CH3:31][C:32]1[C:37](B(O)O)=[CH:36][CH:35]=[CH:34][N:33]=1.C([O-])([O-])=O.[K+].[K+]. The catalyst is O1CCOCC1.O.C1C=CC(P(C2C=CC=CC=2)[C-]2C=CC=C2)=CC=1.C1C=CC(P(C2C=CC=CC=2)[C-]2C=CC=C2)=CC=1.Cl[Pd]Cl.[Fe+2]. The product is [Cl:28][C:25]1[CH:26]=[CH:27][C:22]([CH:15]([C:16]2[CH:17]=[CH:18][CH:19]=[CH:20][CH:21]=2)[NH:14][C:12](=[O:13])[CH:11]([OH:30])[C:8]2[CH:9]=[CH:10][C:4]3[O:3][C:2]([C:37]4[C:32]([CH3:31])=[N:33][CH:34]=[CH:35][CH:36]=4)=[CH:6][C:5]=3[CH:7]=2)=[C:23]([CH3:29])[CH:24]=1. The yield is 0.178.